Dataset: Forward reaction prediction with 1.9M reactions from USPTO patents (1976-2016). Task: Predict the product of the given reaction. (1) Given the reactants [CH3:1][NH:2][C@@H:3]1[CH2:7][CH2:6][N:5]([C:8]2[CH:13]=[CH:12][C:11]([NH:14][C:15]([N:17]3[CH2:22][CH2:21][CH:20]([C:23]4[CH:28]=[CH:27][C:26]([Cl:29])=[CH:25][CH:24]=4)[CH2:19][CH2:18]3)=[O:16])=[CH:10][CH:9]=2)[CH2:4]1.[O:30]=[C:31]1[NH:35][CH:34]([C:36](O)=[O:37])[CH2:33][S:32]1, predict the reaction product. The product is: [CH3:1][N:2]([C:36]([C@@H:34]1[CH2:33][S:32][C:31](=[O:30])[NH:35]1)=[O:37])[CH:3]1[CH2:7][CH2:6][N:5]([C:8]2[CH:9]=[CH:10][C:11]([NH:14][C:15]([N:17]3[CH2:18][CH2:19][CH:20]([C:23]4[CH:24]=[CH:25][C:26]([Cl:29])=[CH:27][CH:28]=4)[CH2:21][CH2:22]3)=[O:16])=[CH:12][CH:13]=2)[CH2:4]1. (2) Given the reactants C[O:2][C:3]([C:5]1[C:10]([NH2:11])=[N:9][CH:8]=[C:7]([I:12])[N:6]=1)=[O:4].[OH-].[Li+].C(O)(=O)CC(CC(O)=O)(C(O)=O)O, predict the reaction product. The product is: [NH2:11][C:10]1[C:5]([C:3]([OH:4])=[O:2])=[N:6][C:7]([I:12])=[CH:8][N:9]=1. (3) Given the reactants [CH2:1]([C:5]1[C:10]([O:11][CH3:12])=[CH:9][C:8]2[O:13][CH2:14][C:15]3[C:19]([C:20](O)=[O:21])=[N:18][N:17]([C:23]4[S:24][CH:25]=[CH:26][CH:27]=4)[C:16]=3[C:7]=2[CH:6]=1)[CH:2]([CH3:4])[CH3:3].[C:28]([NH:32][CH3:33])([CH3:31])([CH3:30])[CH3:29].CN(C(ON1N=NC2C=CC=NC1=2)=[N+](C)C)C.F[P-](F)(F)(F)(F)F.C(N(C(C)C)CC)(C)C, predict the reaction product. The product is: [C:28]([N:32]([CH3:33])[C:20]([C:19]1[C:15]2[CH2:14][O:13][C:8]3[CH:9]=[C:10]([O:11][CH3:12])[C:5]([CH2:1][CH:2]([CH3:3])[CH3:4])=[CH:6][C:7]=3[C:16]=2[N:17]([C:23]2[S:24][CH:25]=[CH:26][CH:27]=2)[N:18]=1)=[O:21])([CH3:31])([CH3:30])[CH3:29]. (4) Given the reactants [CH3:1][O:2][C:3]1[CH:10]=[CH:9][C:6]([CH2:7]Cl)=[CH:5][CH:4]=1.[CH3:11][O:12][C:13](=[O:20])[CH:14]1[CH2:19][CH2:18][NH:17][CH2:16][CH2:15]1.C(N(CC)CC)C.C(=O)(O)[O-].[Na+], predict the reaction product. The product is: [CH3:1][O:2][C:3]1[CH:10]=[CH:9][C:6]([CH2:7][N:17]2[CH2:18][CH2:19][CH:14]([C:13]([O:12][CH3:11])=[O:20])[CH2:15][CH2:16]2)=[CH:5][CH:4]=1. (5) Given the reactants Cl[CH2:2][CH2:3][O:4][C:5]1[CH:10]=[CH:9][C:8]([C:11]([C:20]2[CH:25]=[CH:24][C:23]([OH:26])=[CH:22][CH:21]=2)=[C:12]([C:15]2[CH:19]=[CH:18][S:17][CH:16]=2)[CH2:13][CH3:14])=[CH:7][CH:6]=1.[CH3:27][NH2:28], predict the reaction product. The product is: [CH3:27][NH:28][CH2:2][CH2:3][O:4][C:5]1[CH:10]=[CH:9][C:8]([C:11]([C:20]2[CH:25]=[CH:24][C:23]([OH:26])=[CH:22][CH:21]=2)=[C:12]([C:15]2[CH:19]=[CH:18][S:17][CH:16]=2)[CH2:13][CH3:14])=[CH:7][CH:6]=1.